Dataset: Full USPTO retrosynthesis dataset with 1.9M reactions from patents (1976-2016). Task: Predict the reactants needed to synthesize the given product. (1) The reactants are: [Cl:1][C:2]1[CH:3]=[C:4]([C@@H:12]([CH2:31][CH:32]2[CH2:36][CH2:35][CH2:34][CH2:33]2)[C:13]([NH:15][C:16]2[CH:21]=[N:20][C:19]([C:22]#[C:23][C:24]3([OH:30])[CH2:29][CH2:28][O:27][CH2:26][CH2:25]3)=[CH:18][N:17]=2)=[O:14])[CH:5]=[CH:6][C:7]=1[S:8]([CH3:11])(=[O:10])=[O:9]. Given the product [Cl:1][C:2]1[CH:3]=[C:4]([C@@H:12]([CH2:31][CH:32]2[CH2:36][CH2:35][CH2:34][CH2:33]2)[C:13]([NH:15][C:16]2[CH:21]=[N:20][C:19]([CH2:22][CH2:23][C:24]3([OH:30])[CH2:29][CH2:28][O:27][CH2:26][CH2:25]3)=[CH:18][N:17]=2)=[O:14])[CH:5]=[CH:6][C:7]=1[S:8]([CH3:11])(=[O:9])=[O:10], predict the reactants needed to synthesize it. (2) Given the product [CH2:23]([N:25]1[CH2:29][CH2:28][CH2:27][CH:26]1[CH2:30][NH:31][C:32](=[O:45])[C:33]1[CH:38]=[C:37]([S:39](=[O:41])(=[O:42])[NH:40][C:4](=[O:21])[C:5]([OH:6])=[CH:7][C:8](=[O:9])[N:10]([CH2:13][C:14]2[CH:15]=[CH:16][C:17]([F:20])=[CH:18][CH:19]=2)[O:11][CH3:12])[CH:36]=[CH:35][C:34]=1[O:43][CH3:44])[CH3:24], predict the reactants needed to synthesize it. The reactants are: CC1(C)[O:6][C:5](=[CH:7][C:8]([N:10]([CH2:13][C:14]2[CH:19]=[CH:18][C:17]([F:20])=[CH:16][CH:15]=2)[O:11][CH3:12])=[O:9])[C:4](=[O:21])O1.[CH2:23]([N:25]1[CH2:29][CH2:28][CH2:27][CH:26]1[CH2:30][NH:31][C:32](=[O:45])[C:33]1[CH:38]=[C:37]([S:39](=[O:42])(=[O:41])[NH2:40])[CH:36]=[CH:35][C:34]=1[O:43][CH3:44])[CH3:24]. (3) Given the product [C:17]([O:21][CH2:9][CH2:10][CH:8]=[C:6]([CH3:7])[CH2:5][CH2:4]/[CH:3]=[C:2](\[CH3:1])/[CH2:11][CH2:12][CH:13]=[C:14]([CH3:15])[CH3:16])(=[O:20])[CH2:18][CH3:19], predict the reactants needed to synthesize it. The reactants are: [CH3:1]/[C:2](/[CH2:11][CH2:12][CH:13]=[C:14]([CH3:16])[CH3:15])=[CH:3]\[CH2:4][CH2:5][C:6]([CH:8]1[CH2:10][CH2:9]1)=[CH2:7].[C:17]([OH:21])(=[O:20])[CH2:18][CH3:19].